Task: Predict the product of the given reaction.. Dataset: Forward reaction prediction with 1.9M reactions from USPTO patents (1976-2016) (1) Given the reactants [CH3:1][C@H:2]1[CH2:7][CH2:6][C@H:5]([C:8]([N:10]([CH:34]([CH3:36])[CH3:35])[C:11]2[CH:15]=[C:14]([C:16]3[CH:21]=[CH:20][C:19]([C:22]4[CH:30]=[C:25]5[N:26]=[CH:27][CH:28]=[CH:29][N:24]5[N:23]=4)=[CH:18][CH:17]=3)[S:13][C:12]=2[C:31]([OH:33])=[O:32])=[O:9])[CH2:4][CH2:3]1.[OH-].[Na+:38], predict the reaction product. The product is: [CH3:1][C@H:2]1[CH2:7][CH2:6][C@H:5]([C:8]([N:10]([CH:34]([CH3:36])[CH3:35])[C:11]2[CH:15]=[C:14]([C:16]3[CH:17]=[CH:18][C:19]([C:22]4[CH:30]=[C:25]5[N:26]=[CH:27][CH:28]=[CH:29][N:24]5[N:23]=4)=[CH:20][CH:21]=3)[S:13][C:12]=2[C:31]([O-:33])=[O:32])=[O:9])[CH2:4][CH2:3]1.[Na+:38]. (2) The product is: [NH2:22][C:2]1[C:11]2[C:6](=[CH:7][CH:8]=[CH:9][CH:10]=2)[NH:5][C:4](=[O:12])[C:3]=1[C:13]#[N:14]. Given the reactants Cl[C:2]1[C:11]2[C:6](=[CH:7][CH:8]=[CH:9][CH:10]=2)[NH:5][C:4](=[O:12])[C:3]=1[C:13]#[N:14].COC1C=CC(C[NH2:22])=CC=1, predict the reaction product. (3) Given the reactants O[C:2]1[C:11]2[C:6](=[CH:7][CH:8]=[CH:9][N:10]=2)[N:5]=[CH:4][C:3]=1[C:12]#[N:13].O=P(Cl)(Cl)[Cl:16], predict the reaction product. The product is: [Cl:16][C:2]1[C:11]2[C:6](=[CH:7][CH:8]=[CH:9][N:10]=2)[N:5]=[CH:4][C:3]=1[C:12]#[N:13]. (4) Given the reactants [CH3:1][O:2][C:3]([C:5]1[CH:14]=[CH:13][C:12]2[C:11](=[O:15])[CH2:10][CH2:9][CH2:8][C:7]=2[CH:6]=1)=[O:4].[C:16]1([CH:21]=O)[CH2:20][CH2:19][CH2:18][CH:17]=1, predict the reaction product. The product is: [C:16]1([CH:21]=[C:10]2[CH2:9][CH2:8][C:7]3[CH:6]=[C:5]([C:3]([O:2][CH3:1])=[O:4])[CH:14]=[CH:13][C:12]=3[C:11]2=[O:15])[CH2:20][CH2:19][CH2:18][CH:17]=1. (5) Given the reactants [Br:1][C:2]1[CH:11]=[CH:10][C:9]2[N:8]=[CH:7][C:6]3[N:12]=[C:13]([CH2:24][CH2:25][C:26](O)=[O:27])[N:14]([C:15]4[CH:20]=[CH:19][C:18]([CH2:21][C:22]#[N:23])=[CH:17][CH:16]=4)[C:5]=3[C:4]=2[CH:3]=1, predict the reaction product. The product is: [Br:1][C:2]1[CH:11]=[CH:10][C:9]2[N:8]=[CH:7][C:6]3[N:12]=[C:13]([CH2:24][CH2:25][CH2:26][OH:27])[N:14]([C:15]4[CH:16]=[CH:17][C:18]([CH2:21][C:22]#[N:23])=[CH:19][CH:20]=4)[C:5]=3[C:4]=2[CH:3]=1. (6) Given the reactants [CH2:1]([O:3][C:4](=[O:13])[CH2:5][C:6]1[CH:11]=[CH:10][CH:9]=[C:8](Br)[CH:7]=1)[CH3:2].[CH3:14][N:15]1CCCC1=O.[Cu]C#N, predict the reaction product. The product is: [CH2:1]([O:3][C:4](=[O:13])[CH2:5][C:6]1[CH:11]=[CH:10][CH:9]=[C:8]([C:14]#[N:15])[CH:7]=1)[CH3:2]. (7) The product is: [NH2:17][C:15](=[O:16])[CH:14]([CH3:18])[CH2:13][C:9]1[CH:8]=[C:7]([N:6]2[C:2]([NH:1][C:35]([NH:34][C:28]3[CH:29]=[CH:30][CH:31]=[C:32]([Cl:33])[C:27]=3[Cl:26])=[O:36])=[CH:3][C:4]([C:19]3[CH:24]=[CH:23][CH:22]=[CH:21][C:20]=3[F:25])=[N:5]2)[CH:12]=[CH:11][CH:10]=1. Given the reactants [NH2:1][C:2]1[N:6]([C:7]2[CH:8]=[C:9]([CH2:13][CH:14]([CH3:18])[C:15]([NH2:17])=[O:16])[CH:10]=[CH:11][CH:12]=2)[N:5]=[C:4]([C:19]2[CH:24]=[CH:23][CH:22]=[CH:21][C:20]=2[F:25])[CH:3]=1.[Cl:26][C:27]1[C:32]([Cl:33])=[CH:31][CH:30]=[CH:29][C:28]=1[N:34]=[C:35]=[O:36], predict the reaction product.